This data is from Forward reaction prediction with 1.9M reactions from USPTO patents (1976-2016). The task is: Predict the product of the given reaction. (1) Given the reactants C([N:8]1[CH2:12][C@H:11]([C:13]2[CH:18]=[CH:17][CH:16]=[C:15]([F:19])[CH:14]=2)[C@@H:10]([CH2:20][O:21][Si](C(C)(C)C)(C)C)[CH2:9]1)C1C=CC=CC=1.[C:29]([O:38][CH2:39][CH3:40])(=[O:37])[CH2:30][CH2:31][CH2:32][CH2:33][C:34]([O-:36])=O.CCN=C=NCCCN(C)C.C1C=CC2N(O)N=NC=2C=1, predict the reaction product. The product is: [F:19][C:15]1[CH:14]=[C:13]([C@@H:11]2[C@@H:10]([CH2:20][OH:21])[CH2:9][N:8]([C:34](=[O:36])[CH2:33][CH2:32][CH2:31][CH2:30][C:29]([O:38][CH2:39][CH3:40])=[O:37])[CH2:12]2)[CH:18]=[CH:17][CH:16]=1. (2) The product is: [F:36][C:30]1[CH:31]=[C:32]([F:35])[CH:33]=[CH:34][C:29]=1[O:28][C:3]1[C:2]2[N:1]=[CH:37][NH:8][C:7]=2[CH:6]=[CH:5][C:4]=1[C:9]1[C:10]2[CH:19]=[CH:18][N:17]([CH2:20][O:21][CH2:22][CH2:23][Si:24]([CH3:26])([CH3:27])[CH3:25])[C:11]=2[C:12](=[O:16])[N:13]([CH3:15])[CH:14]=1. Given the reactants [NH2:1][C:2]1[C:3]([O:28][C:29]2[CH:34]=[CH:33][C:32]([F:35])=[CH:31][C:30]=2[F:36])=[C:4]([C:9]2[C:10]3[CH:19]=[CH:18][N:17]([CH2:20][O:21][CH2:22][CH2:23][Si:24]([CH3:27])([CH3:26])[CH3:25])[C:11]=3[C:12](=[O:16])[N:13]([CH3:15])[CH:14]=2)[CH:5]=[CH:6][C:7]=1[NH2:8].[CH:37]([O-])([O-])OCC.O.C1(C)C=CC(S(O)(=O)=O)=CC=1, predict the reaction product. (3) Given the reactants [CH3:1][N:2]1[C:6]2([CH2:10][CH2:9][C@@H:8]([C:11]([O:13]CC3C=CC=CC=3)=[O:12])[CH2:7]2)[C:5](=[O:21])[NH:4][C:3]1=[O:22], predict the reaction product. The product is: [CH3:1][N:2]1[C:6]2([CH2:10][CH2:9][C@@H:8]([C:11]([OH:13])=[O:12])[CH2:7]2)[C:5](=[O:21])[NH:4][C:3]1=[O:22]. (4) The product is: [Br:12][C:3]1[CH:4]=[C:5]([CH:10]=[CH:11][C:2]=1[NH:1][CH:23]=[C:18]1[C:19](=[O:20])[O:21][C:14]([CH3:22])([CH3:13])[O:15][C:16]1=[O:17])[C:6]([O:8][CH3:9])=[O:7]. Given the reactants [NH2:1][C:2]1[CH:11]=[CH:10][C:5]([C:6]([O:8][CH3:9])=[O:7])=[CH:4][C:3]=1[Br:12].[CH3:13][C:14]1([CH3:22])[O:21][C:19](=[O:20])[CH2:18][C:16](=[O:17])[O:15]1.[CH:23](OCC)(OCC)OCC, predict the reaction product.